From a dataset of Full USPTO retrosynthesis dataset with 1.9M reactions from patents (1976-2016). Predict the reactants needed to synthesize the given product. (1) Given the product [CH2:3]([O:7][C:9]1[CH:10]=[C:11]([N:15]2[C@H:16]([CH3:22])[CH2:17][CH2:18][CH2:19][C@@H:20]2[CH3:21])[N:12]=[CH:13][N:14]=1)[C:4]#[C:5][CH3:6], predict the reactants needed to synthesize it. The reactants are: [H-].[Na+].[CH2:3]([OH:7])[C:4]#[C:5][CH3:6].Cl[C:9]1[N:14]=[CH:13][N:12]=[C:11]([N:15]2[C@H:20]([CH3:21])[CH2:19][CH2:18][CH2:17][C@@H:16]2[CH3:22])[CH:10]=1.[Cl-].[NH4+]. (2) Given the product [Br:1][C:2]1[C:3]([F:28])=[C:4]([CH:19]2[C:38]3([C:39]4[C:44](=[CH:43][C:42]([Cl:45])=[CH:41][CH:40]=4)[NH:36][C:37]3=[O:54])[CH:46]([C:47]3[CH:52]=[CH:51][CH:50]=[C:49]([Cl:53])[CH:48]=3)[CH2:23][C:21](=[O:22])[NH:20]2)[C:5]([O:8][CH2:9][CH2:10][OH:11])=[CH:6][CH:7]=1, predict the reactants needed to synthesize it. The reactants are: [Br:1][C:2]1[C:3]([F:28])=[C:4]([CH:19]=[N:20][C:21]([O:23][Si](C)(C)C)=[CH2:22])[C:5]([O:8][CH2:9][CH2:10][O:11][Si](C(C)(C)C)(C)C)=[CH:6][CH:7]=1.C(OC([N:36]1[C:44]2[C:39](=[CH:40][CH:41]=[C:42]([Cl:45])[CH:43]=2)/[C:38](=[CH:46]/[C:47]2[CH:52]=[CH:51][CH:50]=[C:49]([Cl:53])[CH:48]=2)/[C:37]1=[O:54])=O)(C)(C)C.CO.